From a dataset of Catalyst prediction with 721,799 reactions and 888 catalyst types from USPTO. Predict which catalyst facilitates the given reaction. (1) Reactant: I[C:2]1[CH:3]=[C:4]([CH:11]=[CH:12][C:13]=1[O:14][CH3:15])[CH2:5][C:6]1[N:10]=[CH:9][NH:8][N:7]=1.[B:16]1(B2OCC(C)(C)CO2)[O:21]CC(C)(C)C[O:17]1.C([O-])(=O)C.[K+]. Product: [CH3:15][O:14][C:13]1[CH:12]=[CH:11][C:4]([CH2:5][C:6]2[N:10]=[CH:9][NH:8][N:7]=2)=[CH:3][C:2]=1[B:16]([OH:21])[OH:17]. The catalyst class is: 16. (2) Reactant: [CH:1]1([C:7]2[C:8]3[CH:9]=[CH:10][C:11]([C:30](=[O:38])[NH:31][S:32]([CH:35]4[CH2:37][CH2:36]4)(=[O:34])=[O:33])=[CH:12][C:13]=3[N:14]3[CH2:20][C:19]([C:21]([OH:23])=O)=[CH:18][C:17]4[CH:24]=[C:25]([O:28][CH3:29])[CH:26]=[CH:27][C:16]=4[C:15]=23)[CH2:6][CH2:5][CH2:4][CH2:3][CH2:2]1.[N:39]1([CH2:46][CH2:47][CH2:48][N:49]2[CH2:54][CH2:53][O:52][CH2:51][CH2:50]2)[CH2:45][CH2:44][CH2:43][NH:42][CH2:41][CH2:40]1.CN(C(ON1N=NC2C=CC=NC1=2)=[N+](C)C)C.F[P-](F)(F)(F)(F)F. Product: [CH:1]1([C:7]2[C:8]3[CH:9]=[CH:10][C:11]([C:30]([NH:31][S:32]([CH:35]4[CH2:36][CH2:37]4)(=[O:34])=[O:33])=[O:38])=[CH:12][C:13]=3[N:14]3[CH2:20][C:19]([C:21]([N:42]4[CH2:43][CH2:44][CH2:45][N:39]([CH2:46][CH2:47][CH2:48][N:49]5[CH2:50][CH2:51][O:52][CH2:53][CH2:54]5)[CH2:40][CH2:41]4)=[O:23])=[CH:18][C:17]4[CH:24]=[C:25]([O:28][CH3:29])[CH:26]=[CH:27][C:16]=4[C:15]=23)[CH2:2][CH2:3][CH2:4][CH2:5][CH2:6]1. The catalyst class is: 121. (3) Reactant: [C:1]([C:3]1[CH:8]=[CH:7][C:6]([C@@H:9]2[C:14]([C:15]#[N:16])=[C:13]([CH3:17])[N:12]([C:18]3[CH:23]=[CH:22][CH:21]=[C:20]([C:24]([F:27])([F:26])[F:25])[CH:19]=3)[C:11](=[O:28])[NH:10]2)=[C:5]([S:29]([CH3:32])(=[O:31])=[O:30])[CH:4]=1)#[N:2].[H-].[Na+].Br[CH2:36][C:37]#[N:38]. Product: [C:37]([CH2:36][N:10]1[C@H:9]([C:6]2[CH:7]=[CH:8][C:3]([C:1]#[N:2])=[CH:4][C:5]=2[S:29]([CH3:32])(=[O:31])=[O:30])[C:14]([C:15]#[N:16])=[C:13]([CH3:17])[N:12]([C:18]2[CH:23]=[CH:22][CH:21]=[C:20]([C:24]([F:27])([F:26])[F:25])[CH:19]=2)[C:11]1=[O:28])#[N:38]. The catalyst class is: 1. (4) Reactant: [CH3:1][C:2]([CH3:7])([CH3:6])[C@H:3]([NH2:5])[CH3:4].[CH:8]1([NH:11][C:12]([C:14]2[CH:15]=[C:16]([F:38])[C:17]([CH3:37])=[C:18]([C:20]3[CH:25]=[CH:24][C:23]([C:26](O)=[O:27])=[CH:22][C:21]=3[C:29]([NH:31][C:32]3[S:33][CH:34]=[CH:35][N:36]=3)=[O:30])[CH:19]=2)=[O:13])[CH2:10][CH2:9]1.C(N(CC)CC)C.F[P-](F)(F)(F)(F)F.ClC1C=CC2N=NN(OC(N(C)C)=[N+](C)C)C=2C=1. Product: [CH:8]1([NH:11][C:12]([C:14]2[CH:19]=[C:18]([C:20]3[C:21]([C:29]([NH:31][C:32]4[S:33][CH:34]=[CH:35][N:36]=4)=[O:30])=[CH:22][C:23]([C:26]([NH:5][C@H:3]([CH3:4])[C:2]([CH3:7])([CH3:6])[CH3:1])=[O:27])=[CH:24][CH:25]=3)[C:17]([CH3:37])=[C:16]([F:38])[CH:15]=2)=[O:13])[CH2:10][CH2:9]1. The catalyst class is: 317. (5) Reactant: [C:1]([O:5][C:6]([N:8]([CH2:21][CH2:22][NH:23][C:24]([O:26][C:27]([CH3:30])([CH3:29])[CH3:28])=[O:25])[CH2:9][C:10]([NH:12][CH2:13][CH2:14][CH2:15][C:16]([O:18]CC)=[O:17])=[O:11])=[O:7])([CH3:4])([CH3:3])[CH3:2].[OH-].[Na+]. Product: [C:1]([O:5][C:6]([N:8]([CH2:21][CH2:22][NH:23][C:24]([O:26][C:27]([CH3:30])([CH3:29])[CH3:28])=[O:25])[CH2:9][C:10]([NH:12][CH2:13][CH2:14][CH2:15][C:16]([OH:18])=[O:17])=[O:11])=[O:7])([CH3:4])([CH3:3])[CH3:2]. The catalyst class is: 5. (6) Reactant: [Si:1](Cl)([C:4]([CH3:7])([CH3:6])[CH3:5])([CH3:3])[CH3:2].C(N(CC)CC)C.[C:16]([O:19][C@H:20]1[CH2:25][CH2:24][C@H:23]2[C@H:26]3[C@H:35]([CH2:36][CH2:37][C@:21]12[CH3:22])[C@@H:34]1[C:29]([CH2:30][C@@H:31]([OH:38])[CH2:32][CH2:33]1)=[CH:28][CH2:27]3)(=[O:18])[CH3:17].O. Product: [C:16]([O:19][C@H:20]1[CH2:25][CH2:24][C@H:23]2[C@H:26]3[C@H:35]([CH2:36][CH2:37][C@:21]12[CH3:22])[C@@H:34]1[C:29]([CH2:30][C@@H:31]([O:38][Si:1]([C:4]([CH3:7])([CH3:6])[CH3:5])([CH3:3])[CH3:2])[CH2:32][CH2:33]1)=[CH:28][CH2:27]3)(=[O:18])[CH3:17]. The catalyst class is: 456. (7) Reactant: [C:1]([NH:8][C@@H:9]([C:14]([OH:16])=O)[C:10]([CH3:13])([CH3:12])[CH3:11])([O:3][C:4]([CH3:7])([CH3:6])[CH3:5])=[O:2].Cl.[NH:18]1[CH2:21][CH:20]([C:22]#[N:23])[CH2:19]1.C(N(CC)C(C)C)(C)C.CN(C(ON1N=NC2C=CC=NC1=2)=[N+](C)C)C.F[P-](F)(F)(F)(F)F. Product: [C:4]([O:3][C:1](=[O:2])[NH:8][C@@H:9]([C:14]([N:18]1[CH2:21][CH:20]([C:22]#[N:23])[CH2:19]1)=[O:16])[C:10]([CH3:11])([CH3:12])[CH3:13])([CH3:5])([CH3:6])[CH3:7]. The catalyst class is: 3. (8) Reactant: [Cl-].[Cl:2][C:3]1[CH:8]=[CH:7][C:6]([C:9](=[O:32])[CH2:10][NH+:11]2[CH2:16][CH2:15][CH:14]([N:17]3[C:21]4[CH:22]=[C:23]([F:30])[C:24]([C:26]([O:28][CH3:29])=[O:27])=[CH:25][C:20]=4[NH:19][C:18]3=[O:31])[CH2:13][CH2:12]2)=[CH:5][CH:4]=1.[BH4-].[Na+]. Product: [Cl-:2].[Cl:2][C:3]1[CH:8]=[CH:7][C:6]([CH:9]([OH:32])[CH2:10][NH+:11]2[CH2:12][CH2:13][CH:14]([N:17]3[C:21]4[CH:22]=[C:23]([F:30])[C:24]([C:26]([O:28][CH3:29])=[O:27])=[CH:25][C:20]=4[NH:19][C:18]3=[O:31])[CH2:15][CH2:16]2)=[CH:5][CH:4]=1. The catalyst class is: 162. (9) Reactant: [Br:1][C:2]1[C:10]2[O:9][C:8]([CH3:12])([CH3:11])[C:7](=[O:13])[C:6]=2[C:5]([CH3:14])=[C:4]([NH:15][C:16](=[O:22])[O:17][C:18]([CH3:21])([CH3:20])[CH3:19])[C:3]=1[CH3:23]. Product: [Br:1][C:2]1[C:10]2[O:9][C:8]([CH3:12])([CH3:11])[CH:7]([OH:13])[C:6]=2[C:5]([CH3:14])=[C:4]([NH:15][C:16](=[O:22])[O:17][C:18]([CH3:21])([CH3:20])[CH3:19])[C:3]=1[CH3:23]. The catalyst class is: 175. (10) Reactant: [NH2:1][C:2]1[CH:7]=[CH:6][C:5]([C:8]#[C:9][C:10]2[N:11]([CH2:23][CH3:24])[C:12]3[C:17]([C:18]=2[C:19]#[N:20])=[CH:16][CH:15]=[C:14]([O:21][CH3:22])[CH:13]=3)=[CH:4][CH:3]=1.C(N(CC)CC)C.[C:32](Cl)(=[O:34])[CH3:33]. Product: [C:19]([C:18]1[C:17]2[C:12](=[CH:13][C:14]([O:21][CH3:22])=[CH:15][CH:16]=2)[N:11]([CH2:23][CH3:24])[C:10]=1[C:9]#[C:8][C:5]1[CH:6]=[CH:7][C:2]([NH:1][C:32](=[O:34])[CH3:33])=[CH:3][CH:4]=1)#[N:20]. The catalyst class is: 1.